Dataset: Reaction yield outcomes from USPTO patents with 853,638 reactions. Task: Predict the reaction yield, written as a fraction of the theoretical maximum amount of product (1.0 means a 100% yield; for example, 0.34 means a 34% yield). (1) The reactants are [CH3:1][O:2][C:3]1[CH:16]=[CH:15][C:6]2[CH:7]=[C:8]([C:10]([O:12]CC)=[O:11])[O:9][C:5]=2[CH:4]=1.CO.[Li+].[OH-]. The catalyst is C1COCC1.O. The product is [CH3:1][O:2][C:3]1[CH:16]=[CH:15][C:6]2[CH:7]=[C:8]([C:10]([OH:12])=[O:11])[O:9][C:5]=2[CH:4]=1. The yield is 0.910. (2) The reactants are Br[C:2]1[CH:7]=[CH:6][C:5]([CH2:8][C@H:9]([NH:13][C:14](=[O:20])[O:15][C:16]([CH3:19])([CH3:18])[CH3:17])[CH2:10][CH2:11][OH:12])=[CH:4][CH:3]=1.C([Sn](CCCC)(CCCC)[C:26]([O:28][CH2:29][CH3:30])=[CH2:27])CCC. The catalyst is O1CCOCC1.Cl[Pd](Cl)([P](C1C=CC=CC=1)(C1C=CC=CC=1)C1C=CC=CC=1)[P](C1C=CC=CC=1)(C1C=CC=CC=1)C1C=CC=CC=1. The product is [CH2:29]([O:28][C:26]([C:2]1[CH:7]=[CH:6][C:5]([CH2:8][C@H:9]([NH:13][C:14](=[O:20])[O:15][C:16]([CH3:19])([CH3:18])[CH3:17])[CH2:10][CH2:11][OH:12])=[CH:4][CH:3]=1)=[CH2:27])[CH3:30]. The yield is 0.770. (3) The reactants are C(O[C:4](=[O:21])[CH:5]([C:11]([NH:13][CH2:14][C:15]1[CH:20]=[CH:19][CH:18]=[CH:17][CH:16]=1)=[O:12])[C:6]([O:8][CH2:9][CH3:10])=[O:7])C.[H-].[Na+].[Cl:24][C:25]1[CH:30]=[CH:29][C:28]([N:31]=[C:32]=[S:33])=[CH:27][CH:26]=1. The catalyst is O1CCOCC1.ClCCl. The product is [Cl:24][C:25]1[CH:30]=[CH:29][C:28]([N:31]2[C:4]([OH:21])=[C:5]([C:6]([O:8][CH2:9][CH3:10])=[O:7])[C:11](=[O:12])[N:13]([CH2:14][C:15]3[CH:16]=[CH:17][CH:18]=[CH:19][CH:20]=3)[C:32]2=[S:33])=[CH:27][CH:26]=1. The yield is 0.200. (4) The reactants are [F:1][C:2]1[CH:7]=[C:6]([S:8]([CH3:11])(=[O:10])=[O:9])[CH:5]=[CH:4][C:3]=1[C:12]1[CH:17]=[CH:16][C:15]([OH:18])=[CH:14][CH:13]=1.[C:19]([N:26]1[CH2:31][CH2:30][CH:29]([CH2:32]O)[CH2:28][CH2:27]1)([O:21][C:22]([CH3:25])([CH3:24])[CH3:23])=[O:20].C1C=CC(P(C2C=CC=CC=2)C2C=CC=CC=2)=CC=1.N(C(OC(C)C)=O)=NC(OC(C)C)=O. The catalyst is C1COCC1. The product is [F:1][C:2]1[CH:7]=[C:6]([S:8]([CH3:11])(=[O:9])=[O:10])[CH:5]=[CH:4][C:3]=1[C:12]1[CH:17]=[CH:16][C:15]([O:18][CH2:32][CH:29]2[CH2:30][CH2:31][N:26]([C:19]([O:21][C:22]([CH3:23])([CH3:25])[CH3:24])=[O:20])[CH2:27][CH2:28]2)=[CH:14][CH:13]=1. The yield is 0.850. (5) The reactants are C1CCC(N=C=NC2CCCCC2)CC1.[CH3:16][O:17][C:18]1[CH:26]=[CH:25][C:24]([O:27][CH3:28])=[CH:23][C:19]=1[C:20](O)=O.[CH3:29][NH:30][NH2:31].COC1C=CC(P2(SP(C3C=CC(OC)=CC=3)(=S)S2)=[S:41])=CC=1. The catalyst is CN(C1C=CN=CC=1)C.C(Cl)Cl.C(OCC)(=O)C. The product is [CH3:29][N:30]([C:20](=[S:41])[C:19]1[CH:23]=[C:24]([O:27][CH3:28])[CH:25]=[CH:26][C:18]=1[O:17][CH3:16])[NH2:31]. The yield is 0.820.